This data is from Catalyst prediction with 721,799 reactions and 888 catalyst types from USPTO. The task is: Predict which catalyst facilitates the given reaction. (1) Reactant: Cl.CCCCCC[CH2:8][CH3:9].CC[N:12]([CH:16]([CH3:18])C)[CH:13]([CH3:15])C.Cl[C:20]1[N:24]([CH3:25])[N:23]=[CH:22][C:21]=1[N+:26]([O-:28])=[O:27].[F-].[K+].CS(C)=[O:33]. Product: [CH3:25][N:24]1[C:20]([N:12]2[CH2:13][CH:15]3[O:33][CH:18]([CH2:8][CH2:9]3)[CH2:16]2)=[C:21]([N+:26]([O-:28])=[O:27])[CH:22]=[N:23]1. The catalyst class is: 6. (2) The catalyst class is: 9. Reactant: [C:1]([N:4]1[C:13]2[C:8](=[CH:9][C:10]([C:14](O)=[O:15])=[CH:11][CH:12]=2)[C@H:7]([NH:17][C:18]2[CH:23]=[CH:22][CH:21]=[C:20]([CH3:24])[N:19]=2)[C@@H:6]([CH3:25])[C@@H:5]1[CH:26]1[CH2:28][CH2:27]1)(=[O:3])[CH3:2].CN(C(ON1N=N[C:39]2C=[CH:41][CH:42]=[N:43][C:38]1=2)=[N+](C)C)C.F[P-](F)(F)(F)(F)F.[O:53]1CCC(N)CC1.CCN(C(C)C)C(C)C. Product: [CH:26]1([C@H:5]2[C@H:6]([CH3:25])[C@@H:7]([NH:17][C:18]3[CH:23]=[CH:22][CH:21]=[C:20]([CH3:24])[N:19]=3)[C:8]3[C:13](=[CH:12][CH:11]=[C:10]([C:14]([N:43]4[CH2:38][CH2:39][O:53][CH2:41][CH2:42]4)=[O:15])[CH:9]=3)[N:4]2[C:1](=[O:3])[CH3:2])[CH2:28][CH2:27]1. (3) Reactant: [Cl:1][C:2]1[CH:3]=[CH:4][C:5]2[N:11]3[CH:12]=[CH:13][CH:14]=[C:10]3[CH:9]([CH2:15][CH:16]([OH:23])[CH2:17][C:18]([O:20]CC)=[O:19])[O:8][CH:7]([C:24]3[CH:29]=[CH:28][CH:27]=[C:26]([O:30][CH3:31])[C:25]=3[O:32][CH3:33])[C:6]=2[CH:34]=1.[OH-].[Na+].Cl. Product: [Cl:1][C:2]1[CH:3]=[CH:4][C:5]2[N:11]3[CH:12]=[CH:13][CH:14]=[C:10]3[CH:9]([CH2:15][CH:16]([OH:23])[CH2:17][C:18]([OH:20])=[O:19])[O:8][CH:7]([C:24]3[CH:29]=[CH:28][CH:27]=[C:26]([O:30][CH3:31])[C:25]=3[O:32][CH3:33])[C:6]=2[CH:34]=1. The catalyst class is: 40.